From a dataset of Catalyst prediction with 721,799 reactions and 888 catalyst types from USPTO. Predict which catalyst facilitates the given reaction. Reactant: Br.[CH2:2]([N:9]1[CH2:14][CH2:13][CH:12]([N:15]([CH3:30])[C:16]([N:18]2[CH:22]=[C:21]([C:23]3[CH:28]=[CH:27][CH:26]=[C:25]([OH:29])[CH:24]=3)[N:20]=[CH:19]2)=[O:17])[CH2:11][CH2:10]1)[C:3]1[CH:8]=[CH:7][CH:6]=[CH:5][CH:4]=1.[S:31]([Cl:35])(=[O:34])(=[O:33])[NH2:32]. Product: [ClH:35].[S:31](=[O:34])(=[O:33])([O:29][C:25]1[CH:26]=[CH:27][CH:28]=[C:23]([C:21]2[N:20]=[CH:19][N:18]([C:16](=[O:17])[N:15]([CH:12]3[CH2:13][CH2:14][N:9]([CH2:2][C:3]4[CH:8]=[CH:7][CH:6]=[CH:5][CH:4]=4)[CH2:10][CH2:11]3)[CH3:30])[CH:22]=2)[CH:24]=1)[NH2:32]. The catalyst class is: 80.